This data is from Reaction yield outcomes from USPTO patents with 853,638 reactions. The task is: Predict the reaction yield, written as a fraction of the theoretical maximum amount of product (1.0 means a 100% yield; for example, 0.34 means a 34% yield). (1) The reactants are [N:1]1[CH:6]=[CH:5][CH:4]=[CH:3][C:2]=1[NH:7][CH2:8][CH2:9][NH:10][C:11]([C:13]1[C:17]([NH:18][C:19]([C:21]2[CH:26]=[CH:25][CH:24]=[CH:23][N:22]=2)=[O:20])=[CH:16][N:15](C2CCCCO2)[N:14]=1)=[O:12].O.C1(C)C=CC(S(O)(=O)=O)=CC=1.C(O)C.C(=O)([O-])O.[Na+]. The catalyst is O. The product is [N:1]1[CH:6]=[CH:5][CH:4]=[CH:3][C:2]=1[NH:7][CH2:8][CH2:9][NH:10][C:11]([C:13]1[C:17]([NH:18][C:19]([C:21]2[CH:26]=[CH:25][CH:24]=[CH:23][N:22]=2)=[O:20])=[CH:16][NH:15][N:14]=1)=[O:12]. The yield is 0.820. (2) The reactants are [Cl:1][C:2]1[N:7]=[CH:6][C:5]([NH2:8])=[C:4]([C:9]2[C:10](F)=[N:11][CH:12]=[CH:13][CH:14]=2)[C:3]=1[F:16].C[Si]([N-][Si](C)(C)C)(C)C.[Na+]. The catalyst is C1COCC1. The product is [Cl:1][C:2]1[N:7]=[CH:6][C:5]2[NH:8][C:10]3[N:11]=[CH:12][CH:13]=[CH:14][C:9]=3[C:4]=2[C:3]=1[F:16]. The yield is 0.640. (3) The reactants are C(O[BH-](O[C:11](=[O:13])C)OC(=O)C)(=O)C.[Na+].[CH3:15][C:16]1[NH:17][CH:18]=[C:19]([CH:21]=O)[N:20]=1.[CH2:23]([N:30]1[CH2:35][CH2:34][CH:33]([NH2:36])[CH2:32][CH2:31]1)[C:24]1[CH:29]=[CH:28][CH:27]=[CH:26][CH:25]=1.C(O)(=O)C. The catalyst is ClCCCl. The product is [CH2:23]([N:30]1[CH2:35][CH2:34][CH:33]([N:36]2[CH2:21][C:19]3=[CH:18][N:17]=[C:16]([CH3:15])[N:20]3[C:11]2=[O:13])[CH2:32][CH2:31]1)[C:24]1[CH:25]=[CH:26][CH:27]=[CH:28][CH:29]=1. The yield is 0.600. (4) The reactants are [C:1]([CH:5]1[CH2:10][CH2:9][CH:8]([O:11][C:12]2[CH:13]=[C:14]3[C:19](=[CH:20][CH:21]=2)[N:18]=[C:17]([CH:22]([OH:24])[CH3:23])[CH:16]=[CH:15]3)[CH2:7][CH2:6]1)([CH3:4])([CH3:3])[CH3:2].C(Cl)Cl.CC(OI1(OC(C)=O)(OC(C)=O)OC(=O)C2C=CC=CC1=2)=O. No catalyst specified. The product is [C:1]([C@H:5]1[CH2:10][CH2:9][C@H:8]([O:11][C:12]2[CH:13]=[C:14]3[C:19](=[CH:20][CH:21]=2)[N:18]=[C:17]([C:22](=[O:24])[CH3:23])[CH:16]=[CH:15]3)[CH2:7][CH2:6]1)([CH3:4])([CH3:2])[CH3:3]. The yield is 0.930. (5) The reactants are [CH3:1][C:2]1[CH:7]=[C:6]([CH3:8])[NH:5][C:4](=[O:9])[C:3]=1[CH2:10][NH:11][C:12]([C:14]1[C:15]2[CH:38]=[N:37][N:36]([CH:39]([CH3:41])[CH3:40])[C:16]=2[N:17]=[C:18]([C:20]2[CH2:21][CH2:22][N:23]([CH:26]3[CH2:31][CH2:30][N:29]([S:32]([CH3:35])(=[O:34])=[O:33])[CH2:28][CH2:27]3)[CH2:24][CH:25]=2)[CH:19]=1)=[O:13]. The catalyst is CCO.[Pd]. The product is [CH3:1][C:2]1[CH:7]=[C:6]([CH3:8])[NH:5][C:4](=[O:9])[C:3]=1[CH2:10][NH:11][C:12]([C:14]1[C:15]2[CH:38]=[N:37][N:36]([CH:39]([CH3:41])[CH3:40])[C:16]=2[N:17]=[C:18]([CH:20]2[CH2:21][CH2:22][N:23]([CH:26]3[CH2:27][CH2:28][N:29]([S:32]([CH3:35])(=[O:33])=[O:34])[CH2:30][CH2:31]3)[CH2:24][CH2:25]2)[CH:19]=1)=[O:13]. The yield is 0.270. (6) The reactants are Cl.[NH2:2][C@H:3]([C:11]1[CH:16]=[CH:15][CH:14]=[CH:13][CH:12]=1)[C:4]([O:6][C:7]([CH3:10])([CH3:9])[CH3:8])=[O:5].Br[CH2:18][CH2:19][CH2:20][C:21]([O:23][CH2:24][CH3:25])=[O:22].C([O-])([O-])=O.[K+].[K+]. The catalyst is CC#N.CCOC(C)=O. The product is [C:7]([O:6][C:4](=[O:5])[C@H:3]([NH:2][CH2:18][CH2:19][CH2:20][C:21]([O:23][CH2:24][CH3:25])=[O:22])[C:11]1[CH:12]=[CH:13][CH:14]=[CH:15][CH:16]=1)([CH3:10])([CH3:9])[CH3:8]. The yield is 0.740. (7) The reactants are [F:1][C:2]1[CH:3]=[CH:4][C:5]([CH3:10])=[C:6]([CH:9]=1)[CH:7]=O.[N+:11]([CH2:14][CH3:15])([O-:13])=[O:12].C1(N)CCCCC1. The catalyst is C(O)(=O)C. The product is [F:1][C:2]1[CH:3]=[CH:4][C:5]([CH3:10])=[C:6]([CH:7]=[C:14]([N+:11]([O-:13])=[O:12])[CH3:15])[CH:9]=1. The yield is 0.890. (8) The reactants are C(C1[O:6][C:7]2[C:13]([S:14]([N:17]3[CH2:22][CH2:21][N:20]([CH3:23])[CH2:19][CH2:18]3)(=[O:16])=[O:15])=[C:12]([Cl:24])[CH:11]=[CH:10][C:8]=2[N:9]=1)(C)(C)C.O.OS(O)(=O)=O.[OH-].[Na+]. The catalyst is O1CCOCC1. The product is [NH2:9][C:8]1[C:7]([OH:6])=[C:13]([S:14]([N:17]2[CH2:22][CH2:21][N:20]([CH3:23])[CH2:19][CH2:18]2)(=[O:16])=[O:15])[C:12]([Cl:24])=[CH:11][CH:10]=1. The yield is 0.680.